This data is from Carcinogenicity classification data from Lagunin et al.. The task is: Regression/Classification. Given a drug SMILES string, predict its toxicity properties. Task type varies by dataset: regression for continuous values (e.g., LD50, hERG inhibition percentage) or binary classification for toxic/non-toxic outcomes (e.g., AMES mutagenicity, cardiotoxicity, hepatotoxicity). Dataset: carcinogens_lagunin. (1) The result is 0 (non-carcinogenic). The drug is S=C(NC1CCCCC1)N1CCC(C2C=NC=N2)CC1. (2) The drug is CN1Cc2c(N)cccc2C(c2ccccc2)C1. The result is 0 (non-carcinogenic).